Dataset: Catalyst prediction with 721,799 reactions and 888 catalyst types from USPTO. Task: Predict which catalyst facilitates the given reaction. (1) Reactant: C([O:4][CH2:5][C:6]1[CH:11]=[CH:10][C:9]([C:12]2[O:13][C:14]([C:17]3[C:22]([NH2:23])=[N:21][CH:20]=[C:19]([C:24]4[CH:29]=[CH:28][C:27]([C:30](=[O:34])[N:31]([CH3:33])[CH3:32])=[CH:26][CH:25]=4)[N:18]=3)=[N:15][N:16]=2)=[CH:8][CH:7]=1)(=O)C.[OH-].[Na+].Cl. Product: [NH2:23][C:22]1[N:21]=[CH:20][C:19]([C:24]2[CH:29]=[CH:28][C:27]([C:30]([N:31]([CH3:33])[CH3:32])=[O:34])=[CH:26][CH:25]=2)=[N:18][C:17]=1[C:14]1[O:13][C:12]([C:9]2[CH:8]=[CH:7][C:6]([CH2:5][OH:4])=[CH:11][CH:10]=2)=[N:16][N:15]=1. The catalyst class is: 5. (2) Reactant: [F:1][C:2]1[CH:3]=[C:4]2[C:8](=[CH:9][CH:10]=1)[N:7]([CH3:11])[CH:6]=[C:5]2[CH:12]=[O:13].[Mn]([O-])(=O)(=O)=[O:15].[K+]. Product: [F:1][C:2]1[CH:3]=[C:4]2[C:8](=[CH:9][CH:10]=1)[N:7]([CH3:11])[CH:6]=[C:5]2[C:12]([OH:15])=[O:13]. The catalyst class is: 21. (3) Reactant: [CH2:1]([O:4][C:5](=[O:24])[NH:6][C:7]1[CH:12]=[CH:11][CH:10]=[C:9]([C:13](=O)[CH2:14][C:15]2[CH:20]=[CH:19][N:18]=[C:17]([Cl:21])[N:16]=2)[C:8]=1[F:23])[CH:2]=[CH2:3].C1C(=O)N(Br)C(=O)C1.[NH2:33][C:34]([C:36]1([CH3:49])[CH2:41][CH2:40][N:39]([C:42]([O:44][C:45]([CH3:48])([CH3:47])[CH3:46])=[O:43])[CH2:38][CH2:37]1)=[S:35]. Product: [Cl:21][C:17]1[N:16]=[C:15]([C:14]2[S:35][C:34]([C:36]3([CH3:49])[CH2:41][CH2:40][N:39]([C:42]([O:44][C:45]([CH3:48])([CH3:47])[CH3:46])=[O:43])[CH2:38][CH2:37]3)=[N:33][C:13]=2[C:9]2[CH:10]=[CH:11][CH:12]=[C:7]([NH:6][C:5]([O:4][CH2:1][CH:2]=[CH2:3])=[O:24])[C:8]=2[F:23])[CH:20]=[CH:19][N:18]=1. The catalyst class is: 80. (4) Reactant: Cl.C([N:4]1[CH2:9][CH2:8][N:7]([C:10]([NH:13][NH2:14])=[N:11][CH3:12])[CH2:6][CH2:5]1)=O. Product: [NH:13]([C:10](=[N:11][CH3:12])[N:7]1[CH2:6][CH2:5][NH:4][CH2:9][CH2:8]1)[NH2:14]. The catalyst class is: 5. (5) Reactant: [C:1]([C:3]1([NH2:9])[CH2:8][CH2:7][CH2:6][CH2:5][CH2:4]1)#[CH:2].[CH2:10]1[CH2:16][S:13](=[O:15])(=[O:14])[O:12][CH2:11]1. Product: [C:1]([C:3]1([NH:9][CH2:11][CH2:10][CH2:16][S:13]([OH:15])(=[O:14])=[O:12])[CH2:8][CH2:7][CH2:6][CH2:5][CH2:4]1)#[CH:2]. The catalyst class is: 1. (6) Reactant: [Br:1][C:2]1[CH:27]=[CH:26][C:5]2[N:6]=[C:7]([NH:9][C:10]3[CH:15]=[C:14]([CH2:16][OH:17])[N:13]=[C:12]([NH:18][C@H:19]4[CH2:24][CH2:23][C@H:22]([OH:25])[CH2:21][CH2:20]4)[N:11]=3)[S:8][C:4]=2[CH:3]=1.C(N(C(C)C)C(C)C)C.[CH3:37][S:38](Cl)(=[O:40])=[O:39].C(=O)(O)[O-].[Na+]. Product: [CH3:37][S:38]([O:17][CH2:16][C:14]1[CH:15]=[C:10]([NH:9][C:7]2[S:8][C:4]3[CH:3]=[C:2]([Br:1])[CH:27]=[CH:26][C:5]=3[N:6]=2)[N:11]=[C:12]([NH:18][C@H:19]2[CH2:20][CH2:21][C@H:22]([OH:25])[CH2:23][CH2:24]2)[N:13]=1)(=[O:40])=[O:39]. The catalyst class is: 355. (7) Reactant: [Cl:1][C:2]1[CH:3]=[CH:4][C:5]2[NH:11][C:10]3[CH:12]=[CH:13][CH:14]=[CH:15][C:9]=3[C:8](Cl)=[N:7][C:6]=2[CH:17]=1. Product: [Cl:1][C:2]1[CH:3]=[CH:4][C:5]2[NH:11][C:10]3[CH:12]=[CH:13][CH:14]=[CH:15][C:9]=3[C:8]([CH2:3][CH2:4][CH2:5][C:6]#[N:7])=[N:7][C:6]=2[CH:17]=1. The catalyst class is: 45.